This data is from CYP3A4 inhibition data for predicting drug metabolism from PubChem BioAssay. The task is: Regression/Classification. Given a drug SMILES string, predict its absorption, distribution, metabolism, or excretion properties. Task type varies by dataset: regression for continuous measurements (e.g., permeability, clearance, half-life) or binary classification for categorical outcomes (e.g., BBB penetration, CYP inhibition). Dataset: cyp3a4_veith. The compound is COc1ccc(NC(=O)CCOc2ccccc2)cc1. The result is 1 (inhibitor).